Dataset: Full USPTO retrosynthesis dataset with 1.9M reactions from patents (1976-2016). Task: Predict the reactants needed to synthesize the given product. (1) Given the product [OH:1][C:2]1[CH:7]=[CH:6][C:5]([CH2:8][CH:9]([O:15][CH2:16][CH2:17][CH2:18][CH2:19][C:20]2[CH:21]=[CH:22][CH:23]=[CH:24][CH:25]=2)[C:10]([OH:12])=[O:11])=[CH:4][CH:3]=1.[OH:1][C:2]1[CH:3]=[CH:4][C:5]([CH2:8][C@@H:9]([O:15][CH2:16][CH2:17][CH2:18][CH2:19][C:20]2[CH:21]=[CH:22][CH:23]=[CH:24][CH:25]=2)[C:10]([O:12][CH2:13][CH3:14])=[O:11])=[CH:6][CH:7]=1, predict the reactants needed to synthesize it. The reactants are: [OH:1][C:2]1[CH:7]=[CH:6][C:5]([CH2:8][C@@H:9]([O:15][CH2:16][CH2:17][CH2:18][CH2:19][C:20]2[CH:25]=[CH:24][CH:23]=[CH:22][CH:21]=2)[C:10]([O:12][CH2:13][CH3:14])=[O:11])=[CH:4][CH:3]=1.CC(C)=O. (2) Given the product [CH3:15][C:16]([CH3:26])([CH2:19][C:20]1([CH3:25])[O:21][CH2:22][CH2:23][O:24]1)[CH2:17][NH:18][C:2]1[C:11]2[C:6](=[CH:7][CH:8]=[CH:9][CH:10]=2)[N:5]=[CH:4][C:3]=1[N+:12]([O-:14])=[O:13], predict the reactants needed to synthesize it. The reactants are: Cl[C:2]1[C:11]2[C:6](=[CH:7][CH:8]=[CH:9][CH:10]=2)[N:5]=[CH:4][C:3]=1[N+:12]([O-:14])=[O:13].[CH3:15][C:16]([CH3:26])([CH2:19][C:20]1([CH3:25])[O:24][CH2:23][CH2:22][O:21]1)[CH2:17][NH2:18].C(N(CC)CC)C.